This data is from Full USPTO retrosynthesis dataset with 1.9M reactions from patents (1976-2016). The task is: Predict the reactants needed to synthesize the given product. (1) The reactants are: [CH3:1][O:2][C:3](=[O:27])[CH2:4][CH:5]1[CH2:14][C:13]2[C:8](=[CH:9][C:10]([O:15][CH2:16][CH2:17][NH:18]C(OC(C)(C)C)=O)=[CH:11][CH:12]=2)[NH:7][C:6]1=[O:26].[F:28][C:29]([F:34])([F:33])[C:30]([OH:32])=[O:31]. Given the product [F:28][C:29]([F:34])([F:33])[C:30]([OH:32])=[O:31].[CH3:1][O:2][C:3](=[O:27])[CH2:4][CH:5]1[CH2:14][C:13]2[C:8](=[CH:9][C:10]([O:15][CH2:16][CH2:17][NH2:18])=[CH:11][CH:12]=2)[NH:7][C:6]1=[O:26], predict the reactants needed to synthesize it. (2) Given the product [CH3:27][N:26]([CH3:28])[C:17]1([C:20]2[CH:21]=[CH:22][CH:23]=[CH:24][CH:25]=2)[CH2:16][CH2:15][CH:14]([CH2:13][NH:12][C:11]([N:30]2[CH2:31][CH:32]=[C:33]([C:36]3[C:44]4[C:39](=[CH:40][CH:41]=[CH:42][CH:43]=4)[NH:38][CH:37]=3)[CH2:34][CH2:35]2)=[O:10])[CH2:19][CH2:18]1, predict the reactants needed to synthesize it. The reactants are: [N+](C1C=CC([O:10][C:11](=O)[NH:12][CH2:13][CH:14]2[CH2:19][CH2:18][C:17]([N:26]([CH3:28])[CH3:27])([C:20]3[CH:25]=[CH:24][CH:23]=[CH:22][CH:21]=3)[CH2:16][CH2:15]2)=CC=1)([O-])=O.[NH:30]1[CH2:35][CH:34]=[C:33]([C:36]2[C:44]3[C:39](=[CH:40][CH:41]=[CH:42][CH:43]=3)[NH:38][CH:37]=2)[CH2:32][CH2:31]1. (3) The reactants are: [OH:1][C:2]1[CH:3]=[CH:4][C:5]([CH3:8])=[N:6][CH:7]=1.[Br:9]Br. Given the product [Br:9][C:7]1[C:2]([OH:1])=[CH:3][CH:4]=[C:5]([CH3:8])[N:6]=1, predict the reactants needed to synthesize it. (4) Given the product [CH3:43][NH:44][C:45]([N:22]1[CH2:23][CH2:24][C:19]2[N:18]([CH:25]3[CH2:30][CH2:29][O:28][CH2:27][CH2:26]3)[N:17]=[C:16]([N:15]3[C:10]4[CH:9]=[C:8]([C:32]([F:33])([F:35])[F:34])[C:7]([C:5]5[CH:4]=[N:3][N:2]([CH3:1])[CH:6]=5)=[CH:31][C:11]=4[O:12][CH2:13][CH2:14]3)[C:20]=2[CH2:21]1)=[O:46], predict the reactants needed to synthesize it. The reactants are: [CH3:1][N:2]1[CH:6]=[C:5]([C:7]2[C:8]([C:32]([F:35])([F:34])[F:33])=[CH:9][C:10]3[N:15]([C:16]4[C:20]5[CH2:21][NH:22][CH2:23][CH2:24][C:19]=5[N:18]([CH:25]5[CH2:30][CH2:29][O:28][CH2:27][CH2:26]5)[N:17]=4)[CH2:14][CH2:13][O:12][C:11]=3[CH:31]=2)[CH:4]=[N:3]1.C(N(CC)CC)C.[CH3:43][NH:44][C:45](N1C=CN=C1)=[O:46]. (5) Given the product [C:17]([O:21][C:22]([N:24]1[CH2:29][CH2:28][N:27]([C:30]([CH:32]2[CH2:37][CH2:36][CH2:35][CH2:34][N:33]2[CH3:5])=[O:31])[CH2:26][CH2:25]1)=[O:23])([CH3:20])([CH3:18])[CH3:19], predict the reactants needed to synthesize it. The reactants are: C=O.[BH-](OC(C)=O)(OC(C)=O)O[C:5](C)=O.[Na+].[C:17]([O:21][C:22]([N:24]1[CH2:29][CH2:28][N:27]([C:30]([CH:32]2[CH2:37][CH2:36][CH2:35][CH2:34][NH:33]2)=[O:31])[CH2:26][CH2:25]1)=[O:23])([CH3:20])([CH3:19])[CH3:18]. (6) Given the product [F:1][C:2]1[CH:27]=[C:26]([F:28])[CH:25]=[CH:24][C:3]=1[CH2:4][N:5]([CH2:16][C:17]1[CH:22]=[CH:21][C:20]([O:23][CH2:31][CH:32]=[CH:33][C:34]2[CH:39]=[CH:38][CH:37]=[CH:36][CH:35]=2)=[CH:19][CH:18]=1)[C:6]1[CH:11]=[CH:10][CH:9]=[C:8]([N+:12]([O-:14])=[O:13])[C:7]=1[CH3:15], predict the reactants needed to synthesize it. The reactants are: [F:1][C:2]1[CH:27]=[C:26]([F:28])[CH:25]=[CH:24][C:3]=1[CH2:4][N:5]([CH2:16][C:17]1[CH:22]=[CH:21][C:20]([OH:23])=[CH:19][CH:18]=1)[C:6]1[CH:11]=[CH:10][CH:9]=[C:8]([N+:12]([O-:14])=[O:13])[C:7]=1[CH3:15].[H-].[Na+].[CH2:31](Br)[CH:32]=[CH:33][C:34]1[CH:39]=[CH:38][CH:37]=[CH:36][CH:35]=1. (7) Given the product [F:35][C:36]1[CH:41]=[CH:40][C:39]([O:45][CH3:46])=[C:38]([C:2]2[C:7]([CH3:8])=[CH:6][N:5]=[C:4]3[N:9]([S:25]([C:28]4[CH:34]=[CH:33][C:31]([CH3:32])=[CH:30][CH:29]=4)(=[O:27])=[O:26])[C:10]([C:12]4[CH2:17][CH2:16][N:15]([C:18]([O:20][C:21]([CH3:23])([CH3:24])[CH3:22])=[O:19])[CH2:14][CH:13]=4)=[CH:11][C:3]=23)[CH:37]=1, predict the reactants needed to synthesize it. The reactants are: Cl[C:2]1[C:7]([CH3:8])=[CH:6][N:5]=[C:4]2[N:9]([S:25]([C:28]3[CH:34]=[CH:33][C:31]([CH3:32])=[CH:30][CH:29]=3)(=[O:27])=[O:26])[C:10]([C:12]3[CH2:17][CH2:16][N:15]([C:18]([O:20][C:21]([CH3:24])([CH3:23])[CH3:22])=[O:19])[CH2:14][CH:13]=3)=[CH:11][C:3]=12.[F:35][C:36]1[CH:37]=[CH:38][C:39]([O:45][CH3:46])=[C:40](B(O)O)[CH:41]=1.P([O-])([O-])([O-])=O.[K+].[K+].[K+]. (8) Given the product [C:3]([O:13][CH:12]1[O:14][C@H:15]([CH2:20][O:21][C:26](=[O:28])[CH3:27])[C@@H:16]([O:19][C:15](=[O:14])[CH3:16])[C@H:17]([O:18][C:12](=[O:13])[CH3:11])[C@H:11]1[N:10]=[CH:9][C:6]1[CH:7]=[CH:8][C:3]([O:2][CH3:1])=[CH:4][CH:5]=1)(=[O:2])[CH3:4], predict the reactants needed to synthesize it. The reactants are: [CH3:1][O:2][C:3]1[CH:8]=[CH:7][C:6]([CH:9]=[N:10][C@@H:11]2[C@@H:17]([OH:18])[C@H:16]([OH:19])[C@@H:15]([CH2:20][OH:21])[O:14][CH:12]2[OH:13])=[CH:5][CH:4]=1.C(O[C:26](=[O:28])[CH3:27])(=O)C. (9) Given the product [CH3:10][O:11][C:12]([NH:14][CH:15]([C:18]1[CH:23]=[CH:22][CH:21]=[CH:20][CH:19]=1)[CH2:16][NH:17][C:1](=[O:8])[C:2]1[CH:7]=[CH:6][CH:5]=[CH:4][CH:3]=1)=[O:13], predict the reactants needed to synthesize it. The reactants are: [C:1](Cl)(=[O:8])[C:2]1[CH:7]=[CH:6][CH:5]=[CH:4][CH:3]=1.[CH3:10][O:11][C:12]([NH:14][CH:15]([C:18]1[CH:23]=[CH:22][CH:21]=[CH:20][CH:19]=1)[CH2:16][NH2:17])=[O:13].C(N(CC)CC)C.